From a dataset of Forward reaction prediction with 1.9M reactions from USPTO patents (1976-2016). Predict the product of the given reaction. (1) Given the reactants [N:1]1[CH:6]=[C:5]([C:7]([OH:9])=O)[CH:4]=[C:3]([C:10]([OH:12])=O)[CH:2]=1.[O:13]([CH2:24][CH2:25][NH2:26])[C@@H:14]1[O:22][C@@H:21]([CH3:23])[C@@H:19]([OH:20])[C@@H:17]([OH:18])[C@@H:15]1[OH:16].[CH2:27](Cl)[CH2:28]Cl, predict the reaction product. The product is: [C@@H:14]1([O:13][CH2:24][CH2:25][NH:26][C:7]([C:5]2[CH:6]=[N:1][CH:2]=[C:3]([C:10]([NH:26][CH2:25][CH2:24][O:13][C@@H:14]3[O:22][C@@H:27]([CH3:28])[C@@H:19]([OH:20])[C@@H:17]([OH:18])[C@@H:15]3[OH:16])=[O:12])[CH:4]=2)=[O:9])[O:22][C@@H:21]([CH3:23])[C@@H:19]([OH:20])[C@@H:17]([OH:18])[C@@H:15]1[OH:16]. (2) Given the reactants [O:1]1[C:5]2[CH:6]=[CH:7][C:8]([NH:10][C:11](=[O:32])[NH:12][C:13]3[N:17]([C:18]4[CH:19]=[C:20]([CH2:24][C:25]([OH:27])=O)[CH:21]=[CH:22][CH:23]=4)[N:16]=[C:15]([C:28]([CH3:31])([CH3:30])[CH3:29])[CH:14]=3)=[CH:9][C:4]=2[O:3][CH2:2]1.[CH3:33][NH:34][CH3:35].CCN(C(C)C)C(C)C.C1CN([P+](ON2N=NC3C=CC=CC2=3)(N2CCCC2)N2CCCC2)CC1.F[P-](F)(F)(F)(F)F, predict the reaction product. The product is: [O:1]1[C:5]2[CH:6]=[CH:7][C:8]([NH:10][C:11]([NH:12][C:13]3[N:17]([C:18]4[CH:23]=[CH:22][CH:21]=[C:20]([CH2:24][C:25]([N:34]([CH3:35])[CH3:33])=[O:27])[CH:19]=4)[N:16]=[C:15]([C:28]([CH3:29])([CH3:30])[CH3:31])[CH:14]=3)=[O:32])=[CH:9][C:4]=2[O:3][CH2:2]1. (3) Given the reactants [CH3:1][CH:2]([CH3:7])[CH2:3][C:4](O)=O.CN(C(ON1N=NC2C=CC=NC1=2)=[N+](C)C)C.F[P-](F)(F)(F)(F)F.CCN(C(C)C)C(C)C.[CH3:41][N:42]1[C:51]2[C:46](=[CH:47][N:48]=[C:49]([CH3:52])[CH:50]=2)[CH:45]=[C:44]([C:53]2[CH:54]=[C:55]([NH:60]/[C:61](/[NH2:64])=[N:62]/[OH:63])[CH:56]=[CH:57][C:58]=2[CH3:59])[C:43]1=[O:65], predict the reaction product. The product is: [CH2:3]([C:4]1[O:63][N:62]=[C:61]([NH:60][C:55]2[CH:56]=[CH:57][C:58]([CH3:59])=[C:53]([C:44]3[C:43](=[O:65])[N:42]([CH3:41])[C:51]4[C:46]([CH:45]=3)=[CH:47][N:48]=[C:49]([CH3:52])[CH:50]=4)[CH:54]=2)[N:64]=1)[CH:2]([CH3:7])[CH3:1]. (4) Given the reactants C(N(CC)CC)C.FC(F)(F)S(OS(C(F)(F)F)(=O)=O)(=O)=O.[F:23][CH:24]([F:27])[CH2:25]O.[N:28]1([C:34]([O:36][C:37]([CH3:40])([CH3:39])[CH3:38])=[O:35])[CH2:33][CH2:32][NH:31][CH2:30][CH2:29]1, predict the reaction product. The product is: [F:23][CH:24]([F:27])[CH2:25][N:31]1[CH2:30][CH2:29][N:28]([C:34]([O:36][C:37]([CH3:40])([CH3:39])[CH3:38])=[O:35])[CH2:33][CH2:32]1. (5) The product is: [NH2:13][CH2:12][CH:11]([C:16]1[C:17]([CH3:33])=[C:18]([NH:22][C:23](=[O:32])[O:24][CH2:25][C:26]2[CH:27]=[CH:28][CH:29]=[CH:30][CH:31]=2)[CH:19]=[CH:20][CH:21]=1)[C:6]1[C:5]2[C:9](=[CH:10][C:2]([Br:1])=[CH:3][CH:4]=2)[NH:8][CH:7]=1. Given the reactants [Br:1][C:2]1[CH:10]=[C:9]2[C:5]([C:6]([CH:11]([C:16]3[C:17]([CH3:33])=[C:18]([NH:22][C:23](=[O:32])[O:24][CH2:25][C:26]4[CH:31]=[CH:30][CH:29]=[CH:28][CH:27]=4)[CH:19]=[CH:20][CH:21]=3)[CH2:12][N+:13]([O-])=O)=[CH:7][NH:8]2)=[CH:4][CH:3]=1.[Cl-].[NH4+], predict the reaction product. (6) Given the reactants [CH3:1][CH:2]([N:4]1[C:8]2[N:9]=[C:10]([C:16]3[CH:21]=[CH:20][N:19]=[CH:18][CH:17]=3)[CH:11]=[C:12]([C:13]([OH:15])=O)[C:7]=2[CH:6]=[N:5]1)[CH3:3].[NH2:22][CH2:23][C:24]1[C:25](=[O:33])[NH:26][C:27]([CH2:31][CH3:32])=[CH:28][C:29]=1[CH3:30].C(O)(C(F)(F)F)=O.C1C=NC2N(O)N=NC=2C=1.C(Cl)CCl.CN1CCOCC1, predict the reaction product. The product is: [CH2:31]([C:27]1[NH:26][C:25](=[O:33])[C:24]([CH2:23][NH:22][C:13]([C:12]2[C:7]3[CH:6]=[N:5][N:4]([CH:2]([CH3:1])[CH3:3])[C:8]=3[N:9]=[C:10]([C:16]3[CH:17]=[CH:18][N:19]=[CH:20][CH:21]=3)[CH:11]=2)=[O:15])=[C:29]([CH3:30])[CH:28]=1)[CH3:32].